This data is from Forward reaction prediction with 1.9M reactions from USPTO patents (1976-2016). The task is: Predict the product of the given reaction. (1) Given the reactants C(=O)([O:7][C:8]1[CH:13]=[CH:12][C:11]([F:14])=[C:10]([C:15]([C:17]2[CH:18]=[C:19]3[C:24](=[CH:25][CH:26]=2)[N:23]=[CH:22][C:21]([Cl:27])=[N:20]3)=[O:16])[C:9]=1[F:28])OC(C)(C)C, predict the reaction product. The product is: [Cl:27][C:21]1[CH:22]=[N:23][C:24]2[C:19]([N:20]=1)=[CH:18][C:17]([C:15]([C:10]1[C:11]([F:14])=[CH:12][CH:13]=[C:8]([OH:7])[C:9]=1[F:28])=[O:16])=[CH:26][CH:25]=2. (2) Given the reactants O[CH2:2][CH2:3][O:4][C:5]1[CH:10]=[CH:9][C:8]([C:11](=[O:23])/[CH:12]=[CH:13]/[C:14]2[CH:19]=[CH:18][C:17]([N:20]([CH3:22])[CH3:21])=[CH:16][CH:15]=2)=[CH:7][CH:6]=1.CC(C)=O.C(N(S(F)(F)[F:34])CC)C.C(=O)([O-])[O-].[K+].[K+], predict the reaction product. The product is: [F:34][CH2:2][CH2:3][O:4][C:5]1[CH:10]=[CH:9][C:8]([C:11](=[O:23])/[CH:12]=[CH:13]/[C:14]2[CH:19]=[CH:18][C:17]([N:20]([CH3:22])[CH3:21])=[CH:16][CH:15]=2)=[CH:7][CH:6]=1. (3) Given the reactants Cl.[N:2]12[CH2:9][CH2:8][C:5]([O:10][C:11]([NH:13][C:14]3[CH:19]=[C:18]([CH2:20][CH2:21][CH2:22][C:23]([OH:25])=O)[CH:17]=[CH:16][C:15]=3[C:26]3[CH:31]=[CH:30][CH:29]=[CH:28][CH:27]=3)=[O:12])([CH2:6][CH2:7]1)[CH2:4][CH2:3]2.CN(C(ON1N=NC2C=CC=NC1=2)=[N+](C)C)C.F[P-](F)(F)(F)(F)F.[NH2:56][C:57]1[CH:62]=[CH:61][C:60]([CH2:63][OH:64])=[CH:59][CH:58]=1, predict the reaction product. The product is: [N:2]12[CH2:3][CH2:4][C:5]([O:10][C:11](=[O:12])[NH:13][C:14]3[CH:19]=[C:18]([CH2:20][CH2:21][CH2:22][C:23]([NH:56][C:57]4[CH:62]=[CH:61][C:60]([CH2:63][OH:64])=[CH:59][CH:58]=4)=[O:25])[CH:17]=[CH:16][C:15]=3[C:26]3[CH:27]=[CH:28][CH:29]=[CH:30][CH:31]=3)([CH2:8][CH2:9]1)[CH2:6][CH2:7]2. (4) Given the reactants [CH3:1][C:2]1[C:6]([C:7]2[CH:8]=[C:9]([C:22]([O:24]C)=[O:23])[C:10]3[NH:11][C:12]4[C:17]([C:18]=3[CH:19]=2)=[CH:16][C:15]([O:20][CH3:21])=[CH:14][CH:13]=4)=[C:5]([CH3:26])[O:4][N:3]=1.O.[OH-].[Li+], predict the reaction product. The product is: [CH3:1][C:2]1[C:6]([C:7]2[CH:8]=[C:9]([C:22]([OH:24])=[O:23])[C:10]3[NH:11][C:12]4[C:17]([C:18]=3[CH:19]=2)=[CH:16][C:15]([O:20][CH3:21])=[CH:14][CH:13]=4)=[C:5]([CH3:26])[O:4][N:3]=1.